This data is from Reaction yield outcomes from USPTO patents with 853,638 reactions. The task is: Predict the reaction yield, written as a fraction of the theoretical maximum amount of product (1.0 means a 100% yield; for example, 0.34 means a 34% yield). The reactants are F[C:2]1[CH:3]=[CH:4][C:5]([O:11][CH3:12])=[C:6]([B:8]([OH:10])[OH:9])[CH:7]=1.Br[C:14]1C=C(C)C=CC=1OC.[Li]CCCC.COB(OC)OC. No catalyst specified. The product is [CH3:12][O:11][C:5]1[CH:4]=[CH:3][C:2]([CH3:14])=[CH:7][C:6]=1[B:8]([OH:10])[OH:9]. The yield is 0.960.